From a dataset of Full USPTO retrosynthesis dataset with 1.9M reactions from patents (1976-2016). Predict the reactants needed to synthesize the given product. (1) Given the product [N+:1]([C:4]1[CH:12]=[CH:11][CH:10]=[C:9]2[C:5]=1[C:6](=[O:26])[N:7]([CH2:14][CH:15]([C:20](=[O:21])[CH3:25])[C:16]([O:18][CH3:19])=[O:17])[C:8]2=[O:13])([O-:3])=[O:2], predict the reactants needed to synthesize it. The reactants are: [N+:1]([C:4]1[CH:12]=[CH:11][CH:10]=[C:9]2[C:5]=1[C:6](=[O:26])[N:7]([CH2:14][CH:15]([C:20]1([CH3:25])OCC[O:21]1)[C:16]([O:18][CH3:19])=[O:17])[C:8]2=[O:13])([O-:3])=[O:2].O.C1(C)C=CC(S(O)(=O)=O)=CC=1. (2) Given the product [O:11]1[CH:12]=[CH:13][C:9]([C:20]2[CH:21]=[C:16]([CH:17]=[CH:18][CH:19]=2)[CH:14]=[O:15])=[CH:10]1, predict the reactants needed to synthesize it. The reactants are: C1(C)C=CC=CC=1.Br[C:9]1[CH:13]=[CH:12][O:11][CH:10]=1.[CH:14]([C:16]1[CH:17]=[C:18](B(O)O)[CH:19]=[CH:20][CH:21]=1)=[O:15].CN(C=O)C. (3) Given the product [CH2:30]([O:18][C:15]1[C:16](=[O:17])[C:9]2[C:8](=[O:19])[N:7]([CH2:6][C:5]3[CH:4]=[CH:3][C:2]([F:1])=[CH:21][CH:20]=3)[CH2:12][CH2:11][C:10]=2[O:13][CH:14]=1)[CH:29]=[CH2:28], predict the reactants needed to synthesize it. The reactants are: [F:1][C:2]1[CH:21]=[CH:20][C:5]([CH2:6][N:7]2[CH2:12][CH2:11][C:10]3[O:13][CH:14]=[C:15]([OH:18])[C:16](=[O:17])[C:9]=3[C:8]2=[O:19])=[CH:4][CH:3]=1.C(=O)([O-])[O-].[Cs+].[Cs+].[CH2:28](Br)[CH:29]=[CH2:30]. (4) The reactants are: [Cl:1][C:2]1[S:9][C:8]2[C:7]3([CH:13]([C:14]4[CH:19]=[CH:18][CH:17]=[C:16]([Cl:20])[C:15]=4[F:21])[CH:12]([C:22]([NH:24][C:25]4[CH:30]=[CH:29][C:28]([C:31]#[N:32])=[CH:27][C:26]=4[O:33][CH3:34])=[O:23])[NH:11][CH:10]3[CH2:35][C:36]([CH3:39])([CH3:38])[CH3:37])[C:6](=[O:40])[NH:5][C:4]=2[CH:3]=1.[OH:41]O.[OH-].[Na+]. Given the product [C:31]([C:28]1[CH:29]=[CH:30][C:25]([NH:24][C:22]([CH:12]2[NH:11][CH:10]([CH2:35][C:36]([CH3:37])([CH3:39])[CH3:38])[C:7]3([C:6](=[O:40])[NH:5][C:4]4[CH:3]=[C:2]([Cl:1])[S:9][C:8]3=4)[CH:13]2[C:14]2[CH:19]=[CH:18][CH:17]=[C:16]([Cl:20])[C:15]=2[F:21])=[O:23])=[C:26]([O:33][CH3:34])[CH:27]=1)(=[O:41])[NH2:32], predict the reactants needed to synthesize it. (5) Given the product [Cl:1][C:2]1[CH:30]=[CH:29][C:28]([O:31][CH3:32])=[CH:27][C:3]=1[NH:4][C:5]1[C:14]2[C:9](=[CH:10][C:11]([O:22][CH2:23][C@H:24]([OH:26])[CH2:25][N:37]3[CH2:38][CH2:39][N:34]([CH3:33])[CH2:35][CH2:36]3)=[CH:12][C:13]=2[O:15][CH:16]2[CH2:21][CH2:20][O:19][CH2:18][CH2:17]2)[N:8]=[CH:7][N:6]=1, predict the reactants needed to synthesize it. The reactants are: [Cl:1][C:2]1[CH:30]=[CH:29][C:28]([O:31][CH3:32])=[CH:27][C:3]=1[NH:4][C:5]1[C:14]2[C:9](=[CH:10][C:11]([O:22][CH2:23][C@@H:24]3[O:26][CH2:25]3)=[CH:12][C:13]=2[O:15][CH:16]2[CH2:21][CH2:20][O:19][CH2:18][CH2:17]2)[N:8]=[CH:7][N:6]=1.[CH3:33][N:34]1[CH2:39][CH2:38][NH:37][CH2:36][CH2:35]1. (6) Given the product [CH:1]1([C:7]2[CH:19]=[CH:18][C:17]([C:20]([NH2:22])=[O:21])=[C:16]3[C:8]=2[C:9]2[CH2:10][CH2:11][CH:12]([C:23]([NH:25][CH:26]4[CH2:27][CH2:28][O:29][CH2:30][CH2:31]4)=[O:24])[CH2:13][C:14]=2[NH:15]3)[CH2:2][CH2:3][CH2:4][CH2:5][CH2:6]1, predict the reactants needed to synthesize it. The reactants are: [C:1]1([C:7]2[CH:19]=[CH:18][C:17]([C:20]([NH2:22])=[O:21])=[C:16]3[C:8]=2[C:9]2[CH2:10][CH2:11][CH:12]([C:23]([NH:25][CH:26]4[CH2:31][CH2:30][O:29][CH2:28][CH2:27]4)=[O:24])[CH2:13][C:14]=2[NH:15]3)[CH2:6][CH2:5][CH2:4][CH2:3][CH:2]=1.